The task is: Predict the product of the given reaction.. This data is from Forward reaction prediction with 1.9M reactions from USPTO patents (1976-2016). (1) The product is: [CH3:12][O:11][C:10]1[C:2]([CH3:21])=[C:3]2[C:7](=[CH:8][CH:9]=1)[NH:6][C:5]([C:13]([O:15][CH2:16][CH3:17])=[O:14])=[CH:4]2. Given the reactants Br[C:2]1[C:10]([O:11][CH3:12])=[CH:9][CH:8]=[C:7]2[C:3]=1[CH:4]=[C:5]([C:13]([O:15][CH2:16][CH3:17])=[O:14])[NH:6]2.[Cl-].C[Zn+].[C:21]([O-])(O)=O.[Na+], predict the reaction product. (2) Given the reactants F[P-](F)(F)(F)(F)F.N1(OC(N(C)C)=[N+](C)C)C2N=CC=CC=2N=N1.[CH:25]1([C:28]2[C:29]([N:41]3[CH2:46][CH2:45][C:44]([F:48])([F:47])[CH2:43][CH2:42]3)=[CH:30][C:31]([O:37][CH:38]([CH3:40])[CH3:39])=[C:32]([CH:36]=2)[C:33](O)=[O:34])[CH2:27][CH2:26]1.Cl.CNOC.C(N(C(C)C)C(C)C)C, predict the reaction product. The product is: [CH:25]1([C:28]2[C:29]([N:41]3[CH2:42][CH2:43][C:44]([F:48])([F:47])[CH2:45][CH2:46]3)=[CH:30][C:31]([O:37][CH:38]([CH3:40])[CH3:39])=[C:32]([CH:36]=2)[CH:33]=[O:34])[CH2:26][CH2:27]1. (3) Given the reactants [F:1][C:2]([F:14])([F:13])[C:3]1[CH:12]=[CH:11][C:6]([CH2:7][N:8]=[C:9]=[O:10])=[CH:5][CH:4]=1.[NH2:15][C:16]1[CH:24]=[CH:23][CH:22]=[C:21]2[C:17]=1[CH2:18][C:19](=[O:26])[N:20]2[CH3:25], predict the reaction product. The product is: [CH3:25][N:20]1[C:21]2[C:17](=[C:16]([NH:15][C:9]([NH:8][CH2:7][C:6]3[CH:11]=[CH:12][C:3]([C:2]([F:13])([F:14])[F:1])=[CH:4][CH:5]=3)=[O:10])[CH:24]=[CH:23][CH:22]=2)[CH2:18][C:19]1=[O:26]. (4) The product is: [Cl:6][C:7]1[CH:8]=[CH:9][C:10](=[O:13])[N:11]([CH2:4][CH:1]2[CH2:3][CH2:2]2)[N:12]=1. Given the reactants [CH:1]1([CH2:4]Br)[CH2:3][CH2:2]1.[Cl:6][C:7]1[CH:8]=[CH:9][C:10](=[O:13])[NH:11][N:12]=1.C([O-])([O-])=O.[K+].[K+].O, predict the reaction product. (5) The product is: [O:21]1[CH2:25][CH2:24][CH:23]([CH2:26][NH:27][C:12]([C:9]2[CH:8]=[C:7]([CH2:6][O:5][CH2:4][C:3]3[CH:15]=[CH:16][C:17]([F:19])=[CH:18][C:2]=3[F:1])[O:11][N:10]=2)=[O:14])[CH2:22]1. Given the reactants [F:1][C:2]1[CH:18]=[C:17]([F:19])[CH:16]=[CH:15][C:3]=1[CH2:4][O:5][CH2:6][C:7]1[O:11][N:10]=[C:9]([C:12]([OH:14])=O)[CH:8]=1.Cl.[O:21]1[CH2:25][CH2:24][CH:23]([CH2:26][NH2:27])[CH2:22]1.C(N(CC)CC)C.ON1C2C=CC=CC=2N=N1.Cl.C(N=C=NCCCN(C)C)C, predict the reaction product. (6) Given the reactants [NH2:1][CH2:2][CH2:3][N:4]1[C:12]([C:13]2[CH:18]=[CH:17][CH:16]=[C:15]([Cl:19])[CH:14]=2)=[C:11]2[C:6]([N:7]([CH3:23])[C:8](=[O:22])[N:9]([CH3:21])[C:10]2=[O:20])=[CH:5]1.[Cl:24][C:25]1[O:29][C:28]([CH:30]=O)=[CH:27][CH:26]=1, predict the reaction product. The product is: [Cl:24][C:25]1[O:29][C:28]([CH:30]2[C:5]3=[C:6]4[C:11](=[C:12]([C:13]5[CH:18]=[CH:17][CH:16]=[C:15]([Cl:19])[CH:14]=5)[N:4]3[CH2:3][CH2:2][NH:1]2)[C:10](=[O:20])[N:9]([CH3:21])[C:8](=[O:22])[N:7]4[CH3:23])=[CH:27][CH:26]=1. (7) Given the reactants Cl[C:2]1[C:11]2[CH:10]=[C:9]3[N:12]=[CH:13][N:14]=[C:8]3[CH2:7][C:6]=2[N:5]=[CH:4][C:3]=1[C:15]#[N:16].[Br:17][C:18]1[CH:24]=[C:23]([Cl:25])[CH:22]=[CH:21][C:19]=1[NH2:20].Cl.N1C=CC=CC=1.C(=O)(O)[O-].[Na+], predict the reaction product. The product is: [Br:17][C:18]1[CH:24]=[C:23]([Cl:25])[CH:22]=[CH:21][C:19]=1[NH:20][C:2]1[C:11]2[CH:10]=[C:9]3[N:12]=[CH:13][N:14]=[C:8]3[CH2:7][C:6]=2[N:5]=[CH:4][C:3]=1[C:15]#[N:16]. (8) The product is: [F:12][C:13]1[CH:14]=[C:15]([NH:20][CH:21]([C:23]2[CH:24]=[C:25]([C:40]([N:43]3[CH2:47][CH2:46][C@H:45]([OH:48])[CH2:44]3)=[O:41])[CH:26]=[C:27]3[C:32]=2[O:31][C:30]([N:33]2[CH2:34][CH2:35][O:36][CH2:37][CH2:38]2)=[CH:29][C:28]3=[O:39])[CH3:22])[CH:16]=[C:17]([F:19])[CH:18]=1. Given the reactants CCN=C=NCCCN(C)C.[F:12][C:13]1[CH:14]=[C:15]([NH:20][CH:21]([C:23]2[CH:24]=[C:25]([C:40](O)=[O:41])[CH:26]=[C:27]3[C:32]=2[O:31][C:30]([N:33]2[CH2:38][CH2:37][O:36][CH2:35][CH2:34]2)=[CH:29][C:28]3=[O:39])[CH3:22])[CH:16]=[C:17]([F:19])[CH:18]=1.[NH:43]1[CH2:47][CH2:46][C@H:45]([OH:48])[CH2:44]1.OP=O, predict the reaction product. (9) Given the reactants [CH2:1]([C:3]1[CH:8]=[CH:7][C:6]([NH:9][C:10](=[O:42])[O:11][CH2:12][C:13]2([C:30](=[O:41])[NH:31][CH2:32][C:33]3[CH:38]=[CH:37][CH:36]=[C:35]([F:39])[C:34]=3[CH3:40])[CH2:18][CH2:17][N:16]([C:19](=[O:29])[CH2:20][NH:21]C(OC(C)(C)C)=O)[CH2:15][CH2:14]2)=[CH:5][CH:4]=1)[CH3:2].Cl, predict the reaction product. The product is: [CH2:1]([C:3]1[CH:4]=[CH:5][C:6]([NH:9][C:10](=[O:42])[O:11][CH2:12][C:13]2([C:30](=[O:41])[NH:31][CH2:32][C:33]3[CH:38]=[CH:37][CH:36]=[C:35]([F:39])[C:34]=3[CH3:40])[CH2:14][CH2:15][N:16]([C:19](=[O:29])[CH2:20][NH2:21])[CH2:17][CH2:18]2)=[CH:7][CH:8]=1)[CH3:2]. (10) Given the reactants [CH:1]1([CH2:4][N:5]2[C:10]3[CH:11]=[N:12][C:13]([C:15]([O:17]C)=[O:16])=[CH:14][C:9]=3[C:8](=[O:19])[N:7]([CH2:20][CH:21]3[CH2:23][CH2:22]3)[C:6]2=[O:24])[CH2:3][CH2:2]1.O.[OH-].[Li+].C(O)(=O)CC(CC(O)=O)(C(O)=O)O, predict the reaction product. The product is: [CH:1]1([CH2:4][N:5]2[C:10]3[CH:11]=[N:12][C:13]([C:15]([OH:17])=[O:16])=[CH:14][C:9]=3[C:8](=[O:19])[N:7]([CH2:20][CH:21]3[CH2:23][CH2:22]3)[C:6]2=[O:24])[CH2:2][CH2:3]1.